The task is: Predict the product of the given reaction.. This data is from Forward reaction prediction with 1.9M reactions from USPTO patents (1976-2016). (1) Given the reactants [CH3:1][C:2]1[C:6]([CH2:7][OH:8])=[CH:5][N:4]([C:9]2[CH:14]=[CH:13][CH:12]=[CH:11][N:10]=2)[N:3]=1.O[C:16]1[CH:21]=[CH:20][C:19]([CH2:22][CH2:23][C:24]([O:26]CC)=[O:25])=[CH:18][CH:17]=1.C(P(CCCC)CCCC)CCC.N(C(N1CCCCC1)=O)=NC(N1CCCCC1)=O, predict the reaction product. The product is: [CH3:1][C:2]1[C:6]([CH2:7][O:8][C:16]2[CH:21]=[CH:20][C:19]([CH2:22][CH2:23][C:24]([OH:26])=[O:25])=[CH:18][CH:17]=2)=[CH:5][N:4]([C:9]2[CH:14]=[CH:13][CH:12]=[CH:11][N:10]=2)[N:3]=1. (2) Given the reactants [Br:1][C:2]1[CH:7]=[C:6]([N+:8]([O-])=O)[C:5]([CH3:11])=[CH:4][C:3]=1[F:12].[CH3:13]CN(CC)CC.CN(C=O)C, predict the reaction product. The product is: [Br:1][C:2]1[CH:7]=[C:6]2[C:5]([CH:11]=[CH:13][NH:8]2)=[CH:4][C:3]=1[F:12]. (3) The product is: [Cl:13][C:9]1[C:8]2[C:12](=[C:4]([N+:1]([O-:3])=[O:2])[CH:5]=[CH:6][CH:7]=2)[NH:11][CH:10]=1. Given the reactants [N+:1]([C:4]1[CH:5]=[CH:6][CH:7]=[C:8]2[C:12]=1[NH:11][CH:10]=[CH:9]2)([O-:3])=[O:2].[Cl:13]N1C(=O)CCC1=O.C(=O)(O)[O-].[Na+], predict the reaction product. (4) Given the reactants Br[C:2]1[CH:3]=[CH:4][C:5]([O:8][CH3:9])=[N:6][CH:7]=1.C[Sn](C)C.C[Sn](C)C.I[C:19]1[CH:27]=[C:26]2[C:22]([C:23](/[CH:36]=[CH:37]/[C:38]3[CH:43]=[CH:42][CH:41]=[CH:40][CH:39]=3)=[N:24][N:25]2[CH2:28][O:29][CH2:30][CH2:31][Si:32]([CH3:35])([CH3:34])[CH3:33])=[CH:21][CH:20]=1, predict the reaction product. The product is: [CH3:9][O:8][C:5]1[CH:4]=[CH:3][C:2]([C:19]2[CH:27]=[C:26]3[C:22]([C:23](/[CH:36]=[CH:37]/[C:38]4[CH:43]=[CH:42][CH:41]=[CH:40][CH:39]=4)=[N:24][N:25]3[CH2:28][O:29][CH2:30][CH2:31][Si:32]([CH3:33])([CH3:34])[CH3:35])=[CH:21][CH:20]=2)=[CH:7][N:6]=1.